Dataset: Full USPTO retrosynthesis dataset with 1.9M reactions from patents (1976-2016). Task: Predict the reactants needed to synthesize the given product. (1) Given the product [Br:8][C:6]1[N:7]=[C:2]2[N:21]([CH2:20][CH:17]3[CH2:18][CH2:19][O:14][CH2:15][CH2:16]3)[CH2:11][C:10](=[O:13])[NH:9][C:3]2=[N:4][CH:5]=1, predict the reactants needed to synthesize it. The reactants are: Br[C:2]1[C:3]([NH:9][C:10](=[O:13])[CH2:11]I)=[N:4][CH:5]=[C:6]([Br:8])[N:7]=1.[O:14]1[CH2:19][CH2:18][CH:17]([CH2:20][NH2:21])[CH2:16][CH2:15]1.C(N(C(C)C)CC)(C)C. (2) The reactants are: FC(F)(F)S(O[C:7]1[CH:16]=[CH:15][C:14]2[C:13](=[O:17])[CH2:12][CH2:11][CH2:10][C:9]=2[N:8]=1)(=O)=O.[CH2:20]([Sn](CCCC)(CCCC)C=C)[CH2:21]CC.[Cl-].[Li+]. Given the product [CH:20]([C:7]1[CH:16]=[CH:15][C:14]2[C:13](=[O:17])[CH2:12][CH2:11][CH2:10][C:9]=2[N:8]=1)=[CH2:21], predict the reactants needed to synthesize it. (3) Given the product [CH2:26]([N:33]1[C:42]2[CH2:41][CH2:40][C:38](=[O:18])[CH2:37][C:36]=2[C:35]([C:43]2[CH:48]=[CH:47][C:46]([Cl:49])=[CH:45][CH:44]=2)=[N:34]1)[C:27]1[CH:32]=[CH:31][CH:30]=[CH:29][CH:28]=1, predict the reactants needed to synthesize it. The reactants are: C(N1C2CCC(=N[OH:18])CC=2C(C2C=CC(Cl)=CC=2)=N1)C1C=CC=CC=1.[CH2:26]([N:33]1[C:42]2[CH2:41][CH2:40]N[CH2:38][CH2:37][C:36]=2[C:35]([C:43]2[CH:48]=[CH:47][C:46]([Cl:49])=[CH:45][CH:44]=2)=[N:34]1)[C:27]1[CH:32]=[CH:31][CH:30]=[CH:29][CH:28]=1.Cl. (4) Given the product [NH:8]1[C:17]2[C:12](=[CH:13][C:14]([O:18][C:19](=[O:27])[NH:20][CH2:21][CH2:22][CH2:23][CH2:24][CH2:25][CH3:26])=[CH:15][CH:16]=2)[CH2:11][CH2:10][CH2:9]1, predict the reactants needed to synthesize it. The reactants are: C([N:8]1[C:17]2[C:12](=[CH:13][C:14]([O:18][C:19](=[O:27])[NH:20][CH2:21][CH2:22][CH2:23][CH2:24][CH2:25][CH3:26])=[CH:15][CH:16]=2)[CH2:11][CH2:10][CH2:9]1)C1C=CC=CC=1.[H][H].